This data is from HIV replication inhibition screening data with 41,000+ compounds from the AIDS Antiviral Screen. The task is: Binary Classification. Given a drug SMILES string, predict its activity (active/inactive) in a high-throughput screening assay against a specified biological target. (1) The compound is CCC(Oc1ccc(OC)c2c1C(=O)CCC2)C(=O)O. The result is 0 (inactive). (2) The molecule is CC1(O)OC(=O)C2=C1CCC1C2CCC2(C)C(O)CCC12. The result is 0 (inactive). (3) The compound is COc1ccc(C(=O)C(C(=O)CCC(=O)Nc2cccc(Cl)c2)c2ccc(OC)cc2)cc1. The result is 0 (inactive).